Predict the product of the given reaction. From a dataset of Forward reaction prediction with 1.9M reactions from USPTO patents (1976-2016). Given the reactants [O:1]=[C:2]1[NH:7][C:6]2[CH:8]=[C:9]([C:12]([O:14]CC)=[O:13])[CH:10]=[CH:11][C:5]=2[S:4][CH2:3]1.[OH-].[Na+].Cl, predict the reaction product. The product is: [O:1]=[C:2]1[NH:7][C:6]2[CH:8]=[C:9]([C:12]([OH:14])=[O:13])[CH:10]=[CH:11][C:5]=2[S:4][CH2:3]1.